The task is: Predict the reactants needed to synthesize the given product.. This data is from Full USPTO retrosynthesis dataset with 1.9M reactions from patents (1976-2016). Given the product [F:34][C@H:35]1[CH2:37][C@H:36]1[NH:38][C:20]([C:11]1[CH:12]=[C:13]([C:14]2[CH:19]=[CH:18][CH:17]=[CH:16][N:15]=2)[N:9]([C:6]2[CH:7]=[N:8][C:3]([O:2][CH3:1])=[CH:4][CH:5]=2)[N:10]=1)=[O:22], predict the reactants needed to synthesize it. The reactants are: [CH3:1][O:2][C:3]1[N:8]=[CH:7][C:6]([N:9]2[C:13]([C:14]3[CH:19]=[CH:18][CH:17]=[CH:16][N:15]=3)=[CH:12][C:11]([C:20]([OH:22])=O)=[N:10]2)=[CH:5][CH:4]=1.S(C1C=CC(C)=CC=1)(O)(=O)=O.[F:34][C@H:35]1[CH2:37][C@H:36]1[NH2:38].